The task is: Predict the product of the given reaction.. This data is from Forward reaction prediction with 1.9M reactions from USPTO patents (1976-2016). (1) Given the reactants [CH2:1]([O:3][C:4]([C:6]1[C:7]([OH:26])=[C:8]2[CH:16]=[CH:15][N:14]([CH2:17][C:18]3[CH:23]=[CH:22][CH:21]=[C:20]([O:24][CH3:25])[CH:19]=3)[C:9]2=[C:10]([C:12]#[N:13])[N:11]=1)=[O:5])[CH3:2].[C:27](OC(=O)C)(=[O:29])[CH3:28], predict the reaction product. The product is: [CH2:1]([O:3][C:4]([C:6]1[C:7]([O:26][C:27](=[O:29])[CH3:28])=[C:8]2[CH:16]=[CH:15][N:14]([CH2:17][C:18]3[CH:23]=[CH:22][CH:21]=[C:20]([O:24][CH3:25])[CH:19]=3)[C:9]2=[C:10]([C:12]#[N:13])[N:11]=1)=[O:5])[CH3:2]. (2) Given the reactants [C:1]([O:4][CH2:5][C:6]1[C:11]([C:12]2[CH:17]=[CH:16][N:15]=[C:14]([NH2:18])[C:13]=2[NH2:19])=[CH:10][CH:9]=[CH:8][C:7]=1[N:20]1[C:26](=[O:27])[C:25]2[C:28]([F:35])=[CH:29][C:30]([CH:32]3[CH2:34][CH2:33]3)=[CH:31][C:24]=2[O:23][CH2:22][CH2:21]1)(=[O:3])[CH3:2].[CH3:36][N:37]([CH3:46])[C:38]1[CH:45]=[CH:44][C:41]([CH:42]=O)=[CH:40][CH:39]=1.CC1C=CC(S(O)(=O)=O)=CC=1, predict the reaction product. The product is: [C:1]([O:4][CH2:5][C:6]1[C:11]([C:12]2[CH:17]=[CH:16][N:15]=[C:14]3[NH:18][C:42]([C:41]4[CH:44]=[CH:45][C:38]([N:37]([CH3:46])[CH3:36])=[CH:39][CH:40]=4)=[N:19][C:13]=23)=[CH:10][CH:9]=[CH:8][C:7]=1[N:20]1[C:26](=[O:27])[C:25]2[C:28]([F:35])=[CH:29][C:30]([CH:32]3[CH2:33][CH2:34]3)=[CH:31][C:24]=2[O:23][CH2:22][CH2:21]1)(=[O:3])[CH3:2]. (3) Given the reactants Br[C:2]([F:10])([F:9])[C:3]([F:8])([F:7])[CH2:4][CH2:5][OH:6].C([O-])(O)=O.[Na+:15].[O-:16][S:17](S([O-])=O)=[O:18].[Na+].[Na+].[Br-], predict the reaction product. The product is: [OH:6][CH2:5][CH2:4][C:3]([F:8])([F:7])[C:2]([F:10])([F:9])[S:17]([O-:18])=[O:16].[Na+:15]. (4) Given the reactants [CH3:1][O:2][C:3]([C:5]1[S:6][CH:7]=[CH:8][C:9]=1[NH:10][C:11]1[C:12]2[CH:19]=[CH:18][NH:17][C:13]=2[N:14]=[CH:15][N:16]=1)=[O:4].N[C:21]1C=C(C)SC=1C(OC)=O, predict the reaction product. The product is: [CH3:1][O:2][C:3]([C:5]1[S:6][C:7]([CH3:21])=[CH:8][C:9]=1[NH:10][C:11]1[C:12]2[CH:19]=[CH:18][NH:17][C:13]=2[N:14]=[CH:15][N:16]=1)=[O:4]. (5) Given the reactants CN(CC1N(C[C@H]2CCCNC2)C2C=CC=CC=2N=1)[C@H]1C2N=CC=CC=2CCC1.[CH3:30][N:31]([CH2:42][C:43]1[N:47]([CH2:48][C@H:49]2[CH2:54][CH2:53][CH2:52][N:51]([CH3:55])[CH2:50]2)[C:46]2[CH:56]=[CH:57][CH:58]=[CH:59][C:45]=2[N:44]=1)[C@@H:32]1[C:41]2[N:40]=[CH:39][CH:38]=[CH:37][C:36]=2[CH2:35][CH2:34][CH2:33]1, predict the reaction product. The product is: [CH3:30][N:31]([CH2:42][C:43]1[N:47]([CH2:48][C@H:49]2[CH2:54][CH2:53][CH2:52][N:51]([CH3:55])[CH2:50]2)[C:46]2[CH:56]=[CH:57][CH:58]=[CH:59][C:45]=2[N:44]=1)[C@H:32]1[C:41]2[N:40]=[CH:39][CH:38]=[CH:37][C:36]=2[CH2:35][CH2:34][CH2:33]1. (6) Given the reactants C(OC([N:8]1[CH2:13][CH2:12][CH:11]([N:14]([C:18](=[O:20])[CH3:19])[CH:15]2[CH2:17][CH2:16]2)[CH2:10][CH2:9]1)=O)(C)(C)C.[ClH:21], predict the reaction product. The product is: [ClH:21].[CH:15]1([N:14]([CH:11]2[CH2:12][CH2:13][NH:8][CH2:9][CH2:10]2)[C:18](=[O:20])[CH3:19])[CH2:17][CH2:16]1.